Dataset: Blood-brain barrier permeability regression values from the B3DB database. Task: Regression/Classification. Given a drug SMILES string, predict its absorption, distribution, metabolism, or excretion properties. Task type varies by dataset: regression for continuous measurements (e.g., permeability, clearance, half-life) or binary classification for categorical outcomes (e.g., BBB penetration, CYP inhibition). For this dataset (b3db_regression), we predict Y. (1) The molecule is CC(C)(C)OC(=O)C1=C2C3CCCN3C(=O)C4=C(N2C=N1)C=CC(=C4)Br. The Y is -0.0900 log(BB ratio). (2) The drug is C=CCC1(C(=O)NC(=O)NC1=O)CC=C. The Y is -0.220 log(BB ratio). (3) The compound is C([C@H]([C@H]([C@@H]([C@@H](CO)O)O)O)O)O. The Y is -1.60 log(BB ratio). (4) The Y is -0.200 log(BB ratio). The compound is C1=CC(=C(C=C1Cl)Cl)C(CN2C=CN=C2)OCC3=C(SC=C3)Cl. (5) The molecule is CC1CCCCC1C. The Y is 1.07 log(BB ratio). (6) The molecule is CC(C)C(CO)NC1=CC(=NC2=C(C(=NN12)NC3=CC(=CC(=C3)OC)OC)C(=O)N)C4CC4. The Y is -0.390 log(BB ratio). (7) The compound is CCCC1=NN(C2=C1N=C(NC2=O)C3=C(C=CC(=C3)S(=O)(=O)N4CCN(CC4)C)OCC)C. The Y is -1.30 log(BB ratio).